The task is: Predict the reaction yield, written as a fraction of the theoretical maximum amount of product (1.0 means a 100% yield; for example, 0.34 means a 34% yield).. This data is from Reaction yield outcomes from USPTO patents with 853,638 reactions. (1) The reactants are [B:10]1([B:10]2[O:14][C:13]([CH3:16])([CH3:15])[C:12]([CH3:18])([CH3:17])[O:11]2)[O:14][C:13]([CH3:16])([CH3:15])[C:12]([CH3:18])([CH3:17])[O:11]1.Br[C:20]1[CH:25]=[CH:24][C:23]([C:26]2[C:27]([O:33][CH3:34])=[N:28][CH:29]=[C:30]([F:32])[CH:31]=2)=[CH:22][C:21]=1[O:35][CH3:36].C([O-])(=O)C.[K+].O. The catalyst is CN(C=O)C.C1C=CC(P(C2C=CC=CC=2)[C-]2C=CC=C2)=CC=1.C1C=CC(P(C2C=CC=CC=2)[C-]2C=CC=C2)=CC=1.Cl[Pd]Cl.[Fe+2].C(Cl)Cl. The yield is 0.523. The product is [F:32][C:30]1[CH:31]=[C:26]([C:23]2[CH:24]=[CH:25][C:20]([B:10]3[O:11][C:12]([CH3:17])([CH3:18])[C:13]([CH3:15])([CH3:16])[O:14]3)=[C:21]([O:35][CH3:36])[CH:22]=2)[C:27]([O:33][CH3:34])=[N:28][CH:29]=1. (2) The reactants are C(Cl)(=O)C(Cl)=O.CS(C)=O.[N:11]1([CH2:17][C:18]2[CH:23]=[CH:22][C:21]([CH2:24][OH:25])=[CH:20][CH:19]=2)[CH2:16][CH2:15][O:14][CH2:13][CH2:12]1.CCN(CC)CC. The catalyst is C(Cl)Cl.O. The product is [N:11]1([CH2:17][C:18]2[CH:23]=[CH:22][C:21]([CH:24]=[O:25])=[CH:20][CH:19]=2)[CH2:16][CH2:15][O:14][CH2:13][CH2:12]1. The yield is 0.810. (3) The reactants are [Br:1][C:2]1[CH:10]=[CH:9][C:5]([C:6]([OH:8])=O)=[C:4]([CH3:11])[CH:3]=1.C(Cl)(=O)C(Cl)=O.CN(C=O)C.[CH:23]1([NH2:26])[CH2:25][CH2:24]1. The catalyst is C(Cl)Cl.O. The product is [Br:1][C:2]1[CH:10]=[CH:9][C:5]([C:6]([NH:26][CH:23]2[CH2:25][CH2:24]2)=[O:8])=[C:4]([CH3:11])[CH:3]=1. The yield is 0.990. (4) The reactants are [S:1]1[CH:5]=[CH:4][C:3]([C:6]2[S:7][C:8]([CH:11]([CH3:14])[CH2:12][NH2:13])=[CH:9][CH:10]=2)=[CH:2]1.C(N(CC)CC)C.[CH:22]([S:25](Cl)(=[O:27])=[O:26])([CH3:24])[CH3:23]. The catalyst is ClCCl. The product is [S:1]1[CH:5]=[CH:4][C:3]([C:6]2[S:7][C:8]([CH:11]([CH3:14])[CH2:12][NH:13][S:25]([CH:22]([CH3:24])[CH3:23])(=[O:27])=[O:26])=[CH:9][CH:10]=2)=[CH:2]1. The yield is 0.210. (5) The reactants are N1C=CC=[C:3]([NH:7][C:8](=[S:30])[O:9][CH2:10]/[CH:11]=[C:12](\[CH3:29])/[CH2:13][CH2:14]/[CH:15]=[C:16](\[CH3:28])/[CH2:17][CH2:18]/[CH:19]=[C:20](\[CH3:27])/[CH2:21]CC=C(C)C)C=1.C(O)/C=C(/CC/C=C(/CCC=C(C)C)\C)\C.CSN=C=O. No catalyst specified. The product is [CH3:3][NH:7][C:8](=[S:30])[O:9][CH2:10]/[CH:11]=[C:12](\[CH3:29])/[CH2:13][CH2:14]/[CH:15]=[C:16](\[CH3:28])/[CH2:17][CH2:18][CH:19]=[C:20]([CH3:21])[CH3:27]. The yield is 0.470. (6) The reactants are C([O:8][C:9]1[CH:18]=[C:17]2[C:12]([C:13]([O:19][C:20]3[C:21]([C:28]4[CH:33]=[CH:32][C:31]([CH3:34])=[CH:30][N:29]=4)=[N:22][C:23]([CH3:27])=[C:24]([CH3:26])[CH:25]=3)=[CH:14][CH:15]=[N:16]2)=[CH:11][C:10]=1[O:35][CH3:36])C1C=CC=CC=1.CS(O)(=O)=O. The catalyst is FC(F)(F)C(O)=O. The product is [CH3:36][O:35][C:10]1[CH:11]=[C:12]2[C:17](=[CH:18][C:9]=1[OH:8])[N:16]=[CH:15][CH:14]=[C:13]2[O:19][C:20]1[C:21]([C:28]2[CH:33]=[CH:32][C:31]([CH3:34])=[CH:30][N:29]=2)=[N:22][C:23]([CH3:27])=[C:24]([CH3:26])[CH:25]=1. The yield is 0.880. (7) The reactants are [H-].[H-].[H-].[H-].[Li+].[Al+3].[N:7]1([C:13]2[CH:14]=[C:15]([CH:20]=[CH:21][N:22]=2)[C:16](OC)=[O:17])[CH2:12][CH2:11][CH2:10][CH2:9][CH2:8]1. The catalyst is C1COCC1. The product is [N:7]1([C:13]2[CH:14]=[C:15]([CH2:16][OH:17])[CH:20]=[CH:21][N:22]=2)[CH2:8][CH2:9][CH2:10][CH2:11][CH2:12]1. The yield is 0.650. (8) The reactants are [Br:1][C:2]1[CH:7]=[CH:6][C:5]([CH2:8]O)=[CH:4][C:3]=1[F:10].P(Br)(Br)[Br:12].C([O-])([O-])=O.[Na+].[Na+]. The catalyst is C(Cl)Cl. The yield is 0.611. The product is [Br:1][C:2]1[CH:7]=[CH:6][C:5]([CH2:8][Br:12])=[CH:4][C:3]=1[F:10].